Dataset: CYP2C19 inhibition data for predicting drug metabolism from PubChem BioAssay. Task: Regression/Classification. Given a drug SMILES string, predict its absorption, distribution, metabolism, or excretion properties. Task type varies by dataset: regression for continuous measurements (e.g., permeability, clearance, half-life) or binary classification for categorical outcomes (e.g., BBB penetration, CYP inhibition). Dataset: cyp2c19_veith. (1) The molecule is O=C(CSCc1ccccc1)Nc1cccc(C(=O)Nc2ccccc2C(=O)O)c1. The result is 1 (inhibitor). (2) The compound is CCNc1ncc2nc(-c3cn(C)c4ccccc34)c(=O)n(C[C@H]3CCCO3)c2n1. The result is 0 (non-inhibitor). (3) The drug is Br.CC(C)CC1CC(=O)OC1(C)C(=O)CSc1nc2ccccc2s1. The result is 1 (inhibitor). (4) The drug is CCOC(=O)C1=C(O)/C(=C/c2ccc(-c3ccccc3C(=O)O)o2)SC1=Nc1ccc(C)cc1. The result is 1 (inhibitor).